From a dataset of Forward reaction prediction with 1.9M reactions from USPTO patents (1976-2016). Predict the product of the given reaction. (1) The product is: [CH3:1][O:2][C:3]1[C:12]([CH3:13])=[CH:11][CH:10]=[CH:9][C:4]=1[C:5]([OH:7])=[O:6]. Given the reactants [CH3:1][O:2][C:3]1[C:12]([CH3:13])=[CH:11][CH:10]=[CH:9][C:4]=1[C:5]([O:7]C)=[O:6].[OH-].[K+], predict the reaction product. (2) Given the reactants OC(C(F)(F)F)=O.[NH:8]1[CH2:11][CH:10]([C:12]2[CH:33]=[CH:32][C:15]3[C:16]4[N:17]=[C:18]([C:24]5[N:25]([CH:29]([CH3:31])[CH3:30])[N:26]=[CH:27][N:28]=5)[S:19][C:20]=4[CH2:21][CH2:22][O:23][C:14]=3[CH:13]=2)[CH2:9]1.[OH:34][C:35]([CH3:40])([CH3:39])[C:36](O)=[O:37], predict the reaction product. The product is: [OH:34][C:35]([CH3:40])([CH3:39])[C:36]([N:8]1[CH2:11][CH:10]([C:12]2[CH:33]=[CH:32][C:15]3[C:16]4[N:17]=[C:18]([C:24]5[N:25]([CH:29]([CH3:31])[CH3:30])[N:26]=[CH:27][N:28]=5)[S:19][C:20]=4[CH2:21][CH2:22][O:23][C:14]=3[CH:13]=2)[CH2:9]1)=[O:37]. (3) Given the reactants Br[C:2]1[CH:7]=[CH:6][CH:5]=[CH:4][C:3]=1[C:8]1[CH:13]=[CH:12][C:11]([S:14]([CH3:17])(=[O:16])=[O:15])=[CH:10][CH:9]=1.[Cl:18][C:19]1[CH:24]=[CH:23][C:22](B(O)O)=[CH:21][CH:20]=1, predict the reaction product. The product is: [Cl:18][C:19]1[CH:24]=[CH:23][C:22]([C:2]2[CH:7]=[CH:6][CH:5]=[CH:4][C:3]=2[C:8]2[CH:13]=[CH:12][C:11]([S:14]([CH3:17])(=[O:16])=[O:15])=[CH:10][CH:9]=2)=[CH:21][CH:20]=1. (4) Given the reactants [CH3:1][O:2][C:3]1[CH:21]=[CH:20][C:6]([CH2:7][N:8]2[C:16]3[C:11](=[C:12]([N+:17]([O-])=O)[CH:13]=[CH:14][CH:15]=3)[CH:10]=[N:9]2)=[CH:5][CH:4]=1.C(OCC)(=O)C, predict the reaction product. The product is: [CH3:1][O:2][C:3]1[CH:4]=[CH:5][C:6]([CH2:7][N:8]2[C:16]3[CH:15]=[CH:14][CH:13]=[C:12]([NH2:17])[C:11]=3[CH:10]=[N:9]2)=[CH:20][CH:21]=1. (5) Given the reactants F[B-](F)(F)F.[O:6]=[N+:7]=[O:8].[CH3:9][C:10]([C:14]1[CH:15]=[C:16]([C:21]2[CH:26]=[CH:25][CH:24]=[C:23]([CH:27]=[O:28])[CH:22]=2)[CH:17]=[CH:18][C:19]=1[OH:20])([CH3:13])[CH2:11][CH3:12], predict the reaction product. The product is: [CH3:13][C:10]([C:14]1[CH:15]=[C:16]([C:21]2[CH:26]=[CH:25][CH:24]=[C:23]([CH:27]=[O:28])[CH:22]=2)[CH:17]=[C:18]([N+:7]([O-:8])=[O:6])[C:19]=1[OH:20])([CH3:9])[CH2:11][CH3:12]. (6) Given the reactants [CH2:1]([O:3][C:4](=[O:14])[CH2:5][O:6][C:7]1[CH:12]=[CH:11][CH:10]=[CH:9][C:8]=1I)[CH3:2].[CH3:15][O:16][CH2:17][C:18]#[CH:19].CCN(CC)CC, predict the reaction product. The product is: [CH2:1]([O:3][C:4](=[O:14])[CH2:5][O:6][C:7]1[CH:12]=[CH:11][CH:10]=[CH:9][C:8]=1[C:19]#[C:18][CH2:17][O:16][CH3:15])[CH3:2].